From a dataset of Peptide-MHC class I binding affinity with 185,985 pairs from IEDB/IMGT. Regression. Given a peptide amino acid sequence and an MHC pseudo amino acid sequence, predict their binding affinity value. This is MHC class I binding data. The MHC is HLA-A80:01 with pseudo-sequence HLA-A80:01. The peptide sequence is TVFRNQNRV. The binding affinity (normalized) is 0.0847.